From a dataset of Forward reaction prediction with 1.9M reactions from USPTO patents (1976-2016). Predict the product of the given reaction. (1) Given the reactants [F:1][C:2]1[CH:3]=[C:4]([C:10]2[CH2:16][C@H:15]3[N:12]([C:13](=[O:20])[C@@H:14]3[C@H:17]([OH:19])[CH3:18])[C:11]=2[C:21]([O:23]CC=C)=[O:22])[CH:5]=[CH:6][C:7]=1[O:8][CH3:9].C1(P(C2C=CC=CC=2)C2C=CC=CC=2)C=CC=CC=1.C(C(CCCC)C([O-])=O)C.[Na+:56], predict the reaction product. The product is: [F:1][C:2]1[CH:3]=[C:4]([C:10]2[CH2:16][C@H:15]3[N:12]([C:13](=[O:20])[C@@H:14]3[C@H:17]([OH:19])[CH3:18])[C:11]=2[C:21]([O-:23])=[O:22])[CH:5]=[CH:6][C:7]=1[O:8][CH3:9].[Na+:56]. (2) The product is: [CH2:1]([O:5][C:6]1[CH:14]=[CH:13][C:9]([C:10]([NH:18][C:17]2[CH:19]=[CH:20][C:21]([F:23])=[CH:22][C:16]=2[F:15])=[O:12])=[CH:8][N:7]=1)[CH2:2][CH2:3][CH3:4]. Given the reactants [CH2:1]([O:5][C:6]1[CH:14]=[CH:13][C:9]([C:10]([OH:12])=O)=[CH:8][N:7]=1)[CH2:2][CH2:3][CH3:4].[F:15][C:16]1[CH:22]=[C:21]([F:23])[CH:20]=[CH:19][C:17]=1[NH2:18].CCN(C(C)C)C(C)C.CN(C(ON1N=NC2C=CC=NC1=2)=[N+](C)C)C.F[P-](F)(F)(F)(F)F, predict the reaction product. (3) The product is: [NH2:1][C:2]1[C:9]([I:11])=[CH:8][C:5]([C:6]#[N:7])=[CH:4][C:3]=1[F:10]. Given the reactants [NH2:1][C:2]1[CH:9]=[CH:8][C:5]([C:6]#[N:7])=[CH:4][C:3]=1[F:10].[I:11]I, predict the reaction product. (4) Given the reactants C1(C[N:8]2[CH2:13][CH2:12][CH:11]([N:14]3[CH2:19][CH2:18][CH:17]([CH2:20][C:21]([O:23][CH3:24])=[O:22])[CH2:16][CH2:15]3)[CH2:10][CH2:9]2)C=CC=CC=1.[H][H], predict the reaction product. The product is: [N:14]1([CH:11]2[CH2:10][CH2:9][NH:8][CH2:13][CH2:12]2)[CH2:15][CH2:16][CH:17]([CH2:20][C:21]([O:23][CH3:24])=[O:22])[CH2:18][CH2:19]1. (5) Given the reactants [F:1][CH:2]([CH2:7][CH2:8][CH2:9][CH2:10][C:11]1[CH:16]=[CH:15][CH:14]=[CH:13][CH:12]=1)[C:3]([O:5]C)=O.[F:17][C:18]([Si](C)(C)C)([F:20])[F:19].[F-].C([N+](CCCC)(CCCC)CCCC)CCC.C(O)(=O)C, predict the reaction product. The product is: [F:17][C:18]([F:20])([F:19])[C:3](=[O:5])[CH:2]([F:1])[CH2:7][CH2:8][CH2:9][CH2:10][C:11]1[CH:16]=[CH:15][CH:14]=[CH:13][CH:12]=1.